Dataset: Retrosynthesis with 50K atom-mapped reactions and 10 reaction types from USPTO. Task: Predict the reactants needed to synthesize the given product. (1) Given the product O=c1[nH]c2ccc(NCCCc3ccccc3)cc2o1, predict the reactants needed to synthesize it. The reactants are: Nc1ccc2[nH]c(=O)oc2c1.O=CCCc1ccccc1. (2) Given the product COC(=O)c1cc(C(=O)c2ccc(NC(=O)c3cccc(Cl)c3)cc2)ccc1N=[N+]=[N-], predict the reactants needed to synthesize it. The reactants are: COC(=O)c1cc(C(=O)c2ccc(NC(=O)c3cccc(Cl)c3)cc2)ccc1F.[N-]=[N+]=[N-]. (3) Given the product COC(=O)C1CC2(CCN1)CCN(c1cc(O[C@H](c3ccc(Cl)cc3-n3ccc(C)n3)C(F)(F)F)nc(N)n1)CC2, predict the reactants needed to synthesize it. The reactants are: COC(=O)C1CC2(CCNCC2)CCN1.Cc1ccn(-c2cc(Cl)ccc2[C@@H](Oc2cc(Cl)nc(N)n2)C(F)(F)F)n1. (4) Given the product CC(=O)Nc1ccccc1C=C1c2ccccc2CCc2ccccc21, predict the reactants needed to synthesize it. The reactants are: CC(=O)Cl.Nc1ccccc1C=C1c2ccccc2CCc2ccccc21. (5) The reactants are: CCCCCCCCCCCC(=O)Cl.CC[Si](CC)(CC)c1occ(CO)c1-c1ccccc1. Given the product CCCCCCCCCCCC(=O)OCc1coc([Si](CC)(CC)CC)c1-c1ccccc1, predict the reactants needed to synthesize it. (6) Given the product CCc1cc(OC2CCCCO2)cc(O)c1C=O, predict the reactants needed to synthesize it. The reactants are: C1=COCCC1.CCc1cc(O)cc(O)c1C=O. (7) Given the product CC(C)NS(=O)(=O)Oc1ccccc1, predict the reactants needed to synthesize it. The reactants are: CC(C)NS(=O)(=O)Cl.Oc1ccccc1.